This data is from Reaction yield outcomes from USPTO patents with 853,638 reactions. The task is: Predict the reaction yield, written as a fraction of the theoretical maximum amount of product (1.0 means a 100% yield; for example, 0.34 means a 34% yield). The reactants are Br[C:2]1[CH:7]=[CH:6][C:5]([F:8])=[CH:4][CH:3]=1.[Li]CCCC.CCCCCC.[CH3:20][C:21]1([CH3:35])[C:26](=[O:27])[CH2:25][CH2:24][N:23]([C:28]([O:30][C:31]([CH3:34])([CH3:33])[CH3:32])=[O:29])[CH2:22]1. The catalyst is C1COCC1. The product is [F:8][C:5]1[CH:6]=[CH:7][C:2]([C:26]2([OH:27])[CH2:25][CH2:24][N:23]([C:28]([O:30][C:31]([CH3:33])([CH3:32])[CH3:34])=[O:29])[CH2:22][C:21]2([CH3:35])[CH3:20])=[CH:3][CH:4]=1. The yield is 0.464.